Dataset: Forward reaction prediction with 1.9M reactions from USPTO patents (1976-2016). Task: Predict the product of the given reaction. (1) Given the reactants [F:1][C:2]1([F:35])[O:6][C:5]2[CH:7]=[CH:8][C:9]([C:11]3([C:14]([NH:16][C:17]4[N:22]=[C:21]([C:23]5[CH:24]=[CH:25][C:26](=[O:33])[N:27]([CH2:29][C:30]([OH:32])=O)[CH:28]=5)[C:20]([CH3:34])=[CH:19][CH:18]=4)=[O:15])[CH2:13][CH2:12]3)=[CH:10][C:4]=2[O:3]1.[N:36]#[C:37][NH2:38].C(N(CC)CC)C.CN(C(ON1N=NC2C=CC=NC1=2)=[N+](C)C)C.F[P-](F)(F)(F)(F)F, predict the reaction product. The product is: [NH:38]([C:30](=[O:32])[CH2:29][N:27]1[C:26](=[O:33])[CH:25]=[CH:24][C:23]([C:21]2[N:22]=[C:17]([NH:16][C:14]([C:11]3([C:9]4[CH:8]=[CH:7][C:5]5[O:6][C:2]([F:35])([F:1])[O:3][C:4]=5[CH:10]=4)[CH2:13][CH2:12]3)=[O:15])[CH:18]=[CH:19][C:20]=2[CH3:34])=[CH:28]1)[C:37]#[N:36]. (2) Given the reactants [Cl:1][C:2]1[CH:3]=[CH:4][C:5]2[NH:11][C:10]3[CH:12]=[CH:13][C:14]([CH3:16])=[CH:15][C:9]=3[C:8]([N:17]3[CH2:22][CH2:21][NH:20][C@@H:19]([CH2:23][CH2:24][O:25][CH3:26])[CH2:18]3)=[N:7][C:6]=2[CH:27]=1.[C:28](O[BH-]([O:37][C:38](=[O:40])[CH3:39])[O:37][C:38](=[O:40])[CH3:39])(=O)[CH3:28].[Na+].C=[O:43], predict the reaction product. The product is: [C:38]([OH:37])(=[O:40])[CH2:39][CH2:23][C:24]([OH:25])=[O:43].[Cl:1][C:2]1[CH:3]=[CH:4][C:5]2[NH:11][C:10]3[CH:12]=[CH:13][C:14]([CH3:16])=[CH:15][C:9]=3[C:8]([N:17]3[CH2:22][CH2:21][N:20]([CH3:28])[C@@H:19]([CH2:23][CH2:24][O:25][CH3:26])[CH2:18]3)=[N:7][C:6]=2[CH:27]=1.